From a dataset of Full USPTO retrosynthesis dataset with 1.9M reactions from patents (1976-2016). Predict the reactants needed to synthesize the given product. (1) The reactants are: [CH2:1]([N:8]([CH2:15][C:16]1[CH:21]=[CH:20][CH:19]=[CH:18][CH:17]=1)[C:9]1([C:13]#N)[CH2:12][O:11][CH2:10]1)[C:2]1[CH:7]=[CH:6][CH:5]=[CH:4][CH:3]=1.[OH-:22].[Na+].Cl.C([OH:27])C. Given the product [CH2:1]([N:8]([CH2:15][C:16]1[CH:21]=[CH:20][CH:19]=[CH:18][CH:17]=1)[C:9]1([C:10]([OH:11])=[O:27])[CH2:13][O:22][CH2:12]1)[C:2]1[CH:7]=[CH:6][CH:5]=[CH:4][CH:3]=1, predict the reactants needed to synthesize it. (2) Given the product [NH2:1][C:2]1[N:11]=[C:10]([C:12]([N:14]2[CH2:22][C:21]3[C:16](=[CH:17][CH:18]=[CH:19][CH:20]=3)[CH2:15]2)=[O:13])[C:9]2[C:4](=[CH:5][CH:6]=[C:7]([C:23]3[CH:30]=[C:29]([F:31])[CH:28]=[CH:27][C:24]=3[CH2:25][N:36]3[CH2:37][CH2:38][N:33]([CH3:32])[CH2:34][CH2:35]3)[CH:8]=2)[N:3]=1, predict the reactants needed to synthesize it. The reactants are: [NH2:1][C:2]1[N:11]=[C:10]([C:12]([N:14]2[CH2:22][C:21]3[C:16](=[CH:17][CH:18]=[CH:19][CH:20]=3)[CH2:15]2)=[O:13])[C:9]2[C:4](=[CH:5][CH:6]=[C:7]([C:23]3[CH:30]=[C:29]([F:31])[CH:28]=[CH:27][C:24]=3[CH:25]=O)[CH:8]=2)[N:3]=1.[CH3:32][N:33]1[CH2:38][CH2:37][NH:36][CH2:35][CH2:34]1.C(O)(=O)C.C(O[BH-](OC(=O)C)OC(=O)C)(=O)C.[Na+]. (3) The reactants are: [N:1]1([CH2:6][CH2:7][CH2:8][N:9]2[CH2:14][CH2:13][S:12][C:11]3[CH:15]=[C:16]([NH2:19])[CH:17]=[CH:18][C:10]2=3)[CH2:5][CH2:4][CH2:3][CH2:2]1.I.[S:21]1[CH:25]=[CH:24][CH:23]=[C:22]1[C:26](SC)=[NH:27]. Given the product [N:1]1([CH2:6][CH2:7][CH2:8][N:9]2[CH2:14][CH2:13][S:12][C:11]3[CH:15]=[C:16]([NH:19][C:26]([C:22]4[S:21][CH:25]=[CH:24][CH:23]=4)=[NH:27])[CH:17]=[CH:18][C:10]2=3)[CH2:5][CH2:4][CH2:3][CH2:2]1, predict the reactants needed to synthesize it. (4) Given the product [ClH:24].[F:23][C:2]([F:1])([F:22])[CH:3]([CH:9]1[CH2:10][CH2:11][NH:12][CH2:13][CH2:14]1)[OH:4], predict the reactants needed to synthesize it. The reactants are: [F:1][C:2]([F:23])([F:22])[CH:3]([CH:9]1[CH2:14][CH2:13][N:12](C(OC(C)(C)C)=O)[CH2:11][CH2:10]1)[O:4][Si](C)(C)C.[ClH:24].CCOCC. (5) Given the product [C:14]([C:18]1[CH:34]=[CH:33][C:21]([CH2:22][N:23]([CH2:24][CH2:25][C:26]2[CH:31]=[CH:30][C:29]([Cl:32])=[CH:28][CH:27]=2)[C:11]([C:8]2[CH:9]=[CH:10][C:2]([Cl:1])=[C:3]3[C:7]=2[NH:6][CH:5]=[CH:4]3)=[O:13])=[CH:20][CH:19]=1)([CH3:17])([CH3:15])[CH3:16], predict the reactants needed to synthesize it. The reactants are: [Cl:1][C:2]1[CH:10]=[CH:9][C:8]([C:11]([OH:13])=O)=[C:7]2[C:3]=1[CH:4]=[CH:5][NH:6]2.[C:14]([C:18]1[CH:34]=[CH:33][C:21]([CH2:22][NH:23][CH2:24][CH2:25][C:26]2[CH:31]=[CH:30][C:29]([Cl:32])=[CH:28][CH:27]=2)=[CH:20][CH:19]=1)([CH3:17])([CH3:16])[CH3:15].C(Cl)Cl.CCN=C=NCCCN(C)C.Cl. (6) The reactants are: [NH2:1][CH2:2][C:3]1[CH:8]=[CH:7][C:6]([C:9]([O:11][C@H:12]2[C@H:32]([O:33][CH3:34])[C@@H:31]([C:35]([O:37][CH3:38])=[O:36])[C@@H:30]3[C@@H:14]([CH2:15][N:16]4[C@H:28]([CH2:29]3)[C:27]3[NH:26][C:25]5[C:20](=[CH:21][CH:22]=[C:23]([O:39][CH3:40])[CH:24]=5)[C:19]=3[CH2:18][CH2:17]4)[CH2:13]2)=[O:10])=[CH:5][CH:4]=1.Cl[C:42]([O:44][CH2:45][CH3:46])=[O:43]. Given the product [CH2:45]([O:44][C:42]([NH:1][CH2:2][C:3]1[CH:8]=[CH:7][C:6]([C:9]([O:11][C@H:12]2[C@H:32]([O:33][CH3:34])[C@@H:31]([C:35]([O:37][CH3:38])=[O:36])[C@@H:30]3[C@@H:14]([CH2:15][N:16]4[C@H:28]([CH2:29]3)[C:27]3[NH:26][C:25]5[C:20](=[CH:21][CH:22]=[C:23]([O:39][CH3:40])[CH:24]=5)[C:19]=3[CH2:18][CH2:17]4)[CH2:13]2)=[O:10])=[CH:5][CH:4]=1)=[O:43])[CH3:46], predict the reactants needed to synthesize it.